This data is from Forward reaction prediction with 1.9M reactions from USPTO patents (1976-2016). The task is: Predict the product of the given reaction. (1) Given the reactants [Br:1][C:2]1[C:15]2[C:10](=CC=CC=2)[C:9]([C:9]2[C:8]3[C:3]([C:2]([Br:1])=[C:15]4[C:10]=2C=CC=C4)=CC=CC=3)=[C:8]2[C:3]=1C=CC=C2.[C:31]1(C)[CH:36]=[CH:35]C=[CH:33][CH:32]=1.[H-].[CH2:44]([Al+][CH2:44][CH:45]([CH3:47])[CH3:46])[CH:45]([CH3:47])[CH3:46], predict the reaction product. The product is: [Br:1][C:2]1[CH:3]=[C:8]([CH:44]=[C:45]([CH3:46])[C:47]2[CH:35]=[CH:36][CH:31]=[CH:32][CH:33]=2)[CH:9]=[CH:10][CH:15]=1. (2) Given the reactants [Cl:1][C:2]1[CH:10]=[CH:9][C:8]2[NH:7][C:6]3[CH2:11][CH2:12][N:13]([CH3:16])[CH2:14][CH2:15][C:5]=3[C:4]=2[CH:3]=1.N1CCC[C@H]1C(O)=O.[O-]P([O-])([O-])=O.[K+].[K+].[K+].Br[CH:34]=[C:35]([C:37]1[CH:38]=[N:39][CH:40]=[CH:41][CH:42]=1)[CH3:36], predict the reaction product. The product is: [Cl:1][C:2]1[CH:10]=[CH:9][C:8]2[N:7](/[CH:34]=[C:35](/[C:37]3[CH:38]=[N:39][CH:40]=[CH:41][CH:42]=3)\[CH3:36])[C:6]3[CH2:11][CH2:12][N:13]([CH3:16])[CH2:14][CH2:15][C:5]=3[C:4]=2[CH:3]=1. (3) Given the reactants [NH2:1][C:2]1[S:3][C:4]2[CH:10]=[C:9]([CH2:11][C:12]([OH:14])=[O:13])[CH:8]=[CH:7][C:5]=2[N:6]=1.[CH2:15](O)[CH3:16], predict the reaction product. The product is: [CH2:15]([O:13][C:12](=[O:14])[CH2:11][C:9]1[CH:8]=[CH:7][C:5]2[N:6]=[C:2]([NH2:1])[S:3][C:4]=2[CH:10]=1)[CH3:16]. (4) Given the reactants [CH2:1]([N:3]([CH2:14][CH3:15])[C:4](=[O:13])[C:5]1[CH:10]=[CH:9][CH:8]=[C:7](C=O)[CH:6]=1)[CH3:2].[CH3:16][O:17][C:18]1[CH:19]=[C:20]([CH:24]=[CH:25][C:26]=1[O:27][CH3:28])[CH2:21][CH2:22][NH2:23].[CH:29](O)=O, predict the reaction product. The product is: [CH3:16][O:17][C:18]1[CH:19]=[C:20]2[C:24](=[CH:25][C:26]=1[O:27][CH3:28])[CH:29]([C:10]1[CH:9]=[CH:8][CH:7]=[CH:6][C:5]=1[C:4]([N:3]([CH2:1][CH3:2])[CH2:14][CH3:15])=[O:13])[NH:23][CH2:22][CH2:21]2.